From a dataset of Reaction yield outcomes from USPTO patents with 853,638 reactions. Predict the reaction yield, written as a fraction of the theoretical maximum amount of product (1.0 means a 100% yield; for example, 0.34 means a 34% yield). The reactants are [CH3:1][N:2]([CH2:4][C:5]([NH:7][NH2:8])=O)[CH3:3].Cl.C([O-])([O-])=O.[Cs+].[Cs+].[CH3:16][N:17]=[C:18]=[S:19]. The catalyst is CCO. The product is [CH3:1][N:2]([CH2:4][C:5]1[N:17]([CH3:16])[C:18]([SH:19])=[N:8][N:7]=1)[CH3:3]. The yield is 0.349.